Dataset: Reaction yield outcomes from USPTO patents with 853,638 reactions. Task: Predict the reaction yield, written as a fraction of the theoretical maximum amount of product (1.0 means a 100% yield; for example, 0.34 means a 34% yield). The reactants are Br[C:2]([Cl:5])(Cl)[Cl:3].O=[C:7]1[CH:13]=[CH:12][C:11]2[CH:14]=[C:15]([C:18]([O:20][CH3:21])=[O:19])[CH:16]=[CH:17][C:10]=2[O:9][CH2:8]1.C1(P(C2C=CC=CC=2)C2C=CC=CC=2)C=CC=CC=1. The catalyst is C(#N)C. The product is [Cl:3][C:2]([Cl:5])=[C:7]1[CH:13]=[CH:12][C:11]2[CH:14]=[C:15]([C:18]([O:20][CH3:21])=[O:19])[CH:16]=[CH:17][C:10]=2[O:9][CH2:8]1. The yield is 0.740.